From a dataset of Reaction yield outcomes from USPTO patents with 853,638 reactions. Predict the reaction yield, written as a fraction of the theoretical maximum amount of product (1.0 means a 100% yield; for example, 0.34 means a 34% yield). (1) The reactants are O[CH2:2][C:3]1([CH3:13])[CH2:12][CH2:11][C:10]2[C:5](=[CH:6][CH:7]=[CH:8][CH:9]=2)[NH:4]1.C(Br)(Br)(Br)[Br:15].C1C=CC(P(C2C=CC=CC=2)C2C=CC=CC=2)=CC=1. The catalyst is C(Cl)Cl. The product is [Br:15][CH2:2][C:3]1([CH3:13])[CH2:12][CH2:11][C:10]2[C:5](=[CH:6][CH:7]=[CH:8][CH:9]=2)[NH:4]1. The yield is 0.690. (2) The reactants are F[P-](F)(F)(F)(F)F.N1(OC(N(C)C)=[N+](C)C)C2C=CC=CC=2N=N1.[CH:25]1([N:30]2[C:38](=[O:39])[N:37]([CH3:40])[C:36]3[C:31]2=[N:32][C:33]([NH:41][C:42]2[CH:50]=[CH:49][C:45]([C:46](O)=[O:47])=[CH:44][C:43]=2[O:51][CH3:52])=[N:34][CH:35]=3)[CH2:29][CH2:28][CH2:27][CH2:26]1.[CH3:53][N:54]1[CH2:59][CH2:58][NH:57][CH2:56][CH2:55]1.[OH-].[Na+]. The catalyst is C(N(CC)CC)C.CC(N(C)C)=O.CO. The product is [CH:25]1([N:30]2[C:38](=[O:39])[N:37]([CH3:40])[C:36]3[C:31]2=[N:32][C:33]([NH:41][C:42]2[CH:50]=[CH:49][C:45]([C:46]([N:57]4[CH2:58][CH2:59][N:54]([CH3:53])[CH2:55][CH2:56]4)=[O:47])=[CH:44][C:43]=2[O:51][CH3:52])=[N:34][CH:35]=3)[CH2:26][CH2:27][CH2:28][CH2:29]1. The yield is 0.770.